From a dataset of Antibody developability classification from SAbDab with 2,409 antibodies. Regression/Classification. Given an antibody's heavy chain and light chain sequences, predict its developability. TAP uses regression for 5 developability metrics; SAbDab uses binary classification. (1) The antibody is ['QVTLKESGPGILKPSQTLSLTCSLSGFSLRTSGMGVGWIRQPSGKGLEWLAHIWWDDDKNYNPSLKSQLTISKDTSRNQVFLKITSVDTADTATYYCVRRAHNVVLGDWFAYWGQGTLVTVSA', '3eys_L']. Result: 0 (not developable). (2) The antibody is ['QVQLVQSGAEVKKPGESLKISCRGSGYRFTSYWINWVRQLPGKGLEWMGRIDPTDSYTNYSPSFKGHVTVSADKSINTAYLQWSSLKASDTGMYYCARLEPGYSSTWSVNWGQGTLVTVSS', 'LTVLTQPPSVSGAPRQRVTISCSGNSSNIGNNAVNWYQQLPGKAPKLLIYYDDQLPSGVSDRFSGSRSGTSASLAIRGLQSEDEADYYCTSWDDSLDSQLFGGGTRLTVL']. Result: 0 (not developable). (3) The antibody is ['EVQLVESGGGLVQPGGSLRLSCAASGFNVVDFSLHWVRQAPGKGLEWVAYISSSSGSTSYADSVKGRFTISADTSKNTAYLQMNSLRAEDTAVYYCARWGYWPGEPWWKAFDYWGQGTLVTVSS', 'DIQMTQSPSSLSASVGDRVTITCRASQSVSSAVAWYQQKPGKAPKLLIYSASSLYSGVPSRFSGSRSGTDFTLTISSLQPEDFATYYCQQYLYYSLVTFGQGTKVEIK']. Result: 0 (not developable).